The task is: Predict the reaction yield, written as a fraction of the theoretical maximum amount of product (1.0 means a 100% yield; for example, 0.34 means a 34% yield).. This data is from Reaction yield outcomes from USPTO patents with 853,638 reactions. (1) The product is [CH3:1][O:2][C:3]1[CH:8]=[CH:7][C:6]([O:9][CH3:10])=[CH:5][C:4]=1[C@H:11]1[C:23]2[C:18](=[CH:19][C:20]([O:24][CH2:25][CH2:26][CH2:27][N:28]3[CH2:33][CH2:32][CH2:31][CH2:30][CH2:29]3)=[CH:21][CH:22]=2)[C@@H:14]2[CH2:15][CH2:16][CH2:17][N:13]2[CH2:12]1. The catalyst is CO.C(Cl)Cl. The yield is 0.780. The reactants are [CH3:1][O:2][C:3]1[CH:8]=[CH:7][C:6]([O:9][CH3:10])=[CH:5][C:4]=1[C:11](=O)[CH2:12][N:13]1[CH2:17][CH2:16][CH2:15][CH:14]1[C:18]1[CH:23]=[CH:22][CH:21]=[C:20]([O:24][CH2:25][CH2:26][CH2:27][N:28]2[CH2:33][CH2:32][CH2:31][CH2:30][CH2:29]2)[CH:19]=1.N. (2) The reactants are C[Si](Cl)(C)C.[CH3:6][O:7][C:8](=[O:44])[C@H:9]([CH2:17][C:18]1[CH:23]=[C:22]([Cl:24])[C:21]([O:25][CH2:26][CH2:27][C:28]2[CH:33]=[CH:32][CH:31]=[C:30]([O:34][C:35]3[CH:40]=[CH:39][C:38]([O:41]C)=[CH:37][CH:36]=3)[CH:29]=2)=[C:20]([Cl:43])[CH:19]=1)[NH:10][C:11](=[O:16])[C:12]([F:15])([F:14])[F:13].[I-].[Na+].S([O-])([O-])(=O)=S.[Na+].[Na+]. The catalyst is C(#N)C.O. The product is [CH3:6][O:7][C:8](=[O:44])[C@H:9]([CH2:17][C:18]1[CH:23]=[C:22]([Cl:24])[C:21]([O:25][CH2:26][CH2:27][C:28]2[CH:33]=[CH:32][CH:31]=[C:30]([O:34][C:35]3[CH:40]=[CH:39][C:38]([OH:41])=[CH:37][CH:36]=3)[CH:29]=2)=[C:20]([Cl:43])[CH:19]=1)[NH:10][C:11](=[O:16])[C:12]([F:15])([F:14])[F:13]. The yield is 0.650. (3) The yield is 0.300. No catalyst specified. The reactants are [CH:1]([N:4]1[C:8]([C:9]2[S:10][C:11]3[CH2:12][CH2:13][O:14][C:15]4[CH:22]=[C:21](Br)[CH:20]=[CH:19][C:16]=4[C:17]=3[N:18]=2)=[N:7][CH:6]=[N:5]1)([CH3:3])[CH3:2].[F:24][C:25]1[CH:30]=[C:29](B(O)O)[CH:28]=[CH:27][N:26]=1. The product is [CH:1]([N:4]1[C:8]([C:9]2[S:10][C:11]3[CH2:12][CH2:13][O:14][C:15]4[CH:22]=[C:21]([C:29]5[CH:28]=[CH:27][N:26]=[C:25]([F:24])[CH:30]=5)[CH:20]=[CH:19][C:16]=4[C:17]=3[N:18]=2)=[N:7][CH:6]=[N:5]1)([CH3:3])[CH3:2]. (4) The reactants are [Cl-].O[NH3+:3].[C:4](=[O:7])([O-])[OH:5].[Na+].CS(C)=O.[CH3:13][CH:14]([N:16]1[C:21](=[O:22])[C:20]([CH2:23][C:24]2[CH:29]=[CH:28][C:27]([C:30]3[C:31]([C:36]#[N:37])=[CH:32][CH:33]=[CH:34][CH:35]=3)=[CH:26][CH:25]=2)=[C:19]([CH2:38][CH2:39][CH3:40])[N:18]2[N:41]=[CH:42][N:43]=[C:17]12)[CH3:15]. The catalyst is C(OCC)(=O)C. The product is [CH3:13][CH:14]([N:16]1[C:21](=[O:22])[C:20]([CH2:23][C:24]2[CH:25]=[CH:26][C:27]([C:30]3[CH:35]=[CH:34][CH:33]=[CH:32][C:31]=3[C:36]3[NH:3][C:4](=[O:7])[O:5][N:37]=3)=[CH:28][CH:29]=2)=[C:19]([CH2:38][CH2:39][CH3:40])[N:18]2[N:41]=[CH:42][N:43]=[C:17]12)[CH3:15]. The yield is 0.350. (5) The reactants are [OH:1][CH2:2][C@@H:3]1[O:7]C(C)(C)[O:5][C@H:4]1[CH2:10][O:11][C:12]1[C:21](=[O:22])[N:20]2[CH2:23][CH2:24][C:25]([CH3:27])([CH3:26])[C:18]3[C:19]2=[C:14]([CH:15]=[CH:16][CH:17]=3)[N:13]=1. The catalyst is C(O)(=O)C.O. The product is [CH3:26][C:25]1([CH3:27])[C:18]2[C:19]3[N:20]([C:21](=[O:22])[C:12]([O:11][CH2:10][C@H:4]([OH:5])[C@@H:3]([OH:7])[CH2:2][OH:1])=[N:13][C:14]=3[CH:15]=[CH:16][CH:17]=2)[CH2:23][CH2:24]1. The yield is 0.690. (6) The reactants are Cl[C:2]1[CH:3]=[C:4]2[C:13](=[CH:14][N:15]=1)[C:12]1[N:8]([CH:9]=[C:10]([C:16]3[N:20]([CH:21]([CH3:23])[CH3:22])[N:19]=[CH:18][N:17]=3)[N:11]=1)[CH2:7][CH2:6][O:5]2.[CH3:24][N:25]1[CH2:30][CH2:29][CH:28]([CH:31]2[CH2:35][CH2:34][CH2:33][NH:32]2)[CH2:27][CH2:26]1. The catalyst is CN1C(=O)CCC1. The product is [CH:21]([N:20]1[C:16]([C:10]2[N:11]=[C:12]3[C:13]4[CH:14]=[N:15][C:2]([N:32]5[CH2:33][CH2:34][CH2:35][CH:31]5[CH:28]5[CH2:27][CH2:26][N:25]([CH3:24])[CH2:30][CH2:29]5)=[CH:3][C:4]=4[O:5][CH2:6][CH2:7][N:8]3[CH:9]=2)=[N:17][CH:18]=[N:19]1)([CH3:23])[CH3:22]. The yield is 0.600. (7) The reactants are [H-].[Na+].C1(C)C=CC(S(O[CH2:13][C:14]2([CH3:17])[CH2:16][O:15]2)(=O)=O)=CC=1.[Cl:19][C:20]1[CH:32]=[CH:31][C:23]([CH2:24][N:25]2[CH2:29][CH2:28][NH:27][C:26]2=[O:30])=[CH:22][CH:21]=1.O. The catalyst is CN(C=O)C. The product is [Cl:19][C:20]1[CH:32]=[CH:31][C:23]([CH2:24][N:25]2[CH2:29][CH2:28][N:27]([CH2:13][C:14]3([CH3:17])[CH2:16][O:15]3)[C:26]2=[O:30])=[CH:22][CH:21]=1. The yield is 0.600.